From a dataset of Reaction yield outcomes from USPTO patents with 853,638 reactions. Predict the reaction yield, written as a fraction of the theoretical maximum amount of product (1.0 means a 100% yield; for example, 0.34 means a 34% yield). (1) The reactants are [C:1]([O:5][C:6]([N:8]1[CH2:12][CH2:11][CH:10]([S:13]C(=O)C)[CH2:9]1)=[O:7])([CH3:4])([CH3:3])[CH3:2].C[O-].[Na+].Cl. The catalyst is CO. The product is [C:1]([O:5][C:6]([N:8]1[CH2:12][CH2:11][CH:10]([SH:13])[CH2:9]1)=[O:7])([CH3:4])([CH3:2])[CH3:3]. The yield is 1.00. (2) The reactants are C1(C(C2C=CC=CC=2)([C@@H]2CCCN2)O)C=CC=CC=1.B.[F:21][C:22]1[CH:27]=[CH:26][C:25]([C:28]2[C:29]([C:43](=O)[C:44]3[CH:49]=[CH:48][C:47]([O:50][CH2:51][CH2:52][N:53]4[CH2:58][CH2:57][CH2:56][CH2:55][CH2:54]4)=[CH:46][CH:45]=3)=[C:30]3[C:35](=[CH:36][CH:37]=2)[CH:34]=[C:33]([O:38][S:39]([CH3:42])(=[O:41])=[O:40])[CH:32]=[CH:31]3)=[C:24]([S:60]C)[CH:23]=1.C(CN)O.[Cl-].[NH4+].C(N(CC)CC)C.CS(Cl)(=O)=O.C(=O)(O)[O-].[Na+]. The catalyst is C1COCC1. The product is [F:21][C:22]1[CH:23]=[C:24]2[C:25](=[CH:26][CH:27]=1)[C:28]1[C:29](=[C:30]3[C:35](=[CH:36][CH:37]=1)[CH:34]=[C:33]([O:38][S:39]([CH3:42])(=[O:40])=[O:41])[CH:32]=[CH:31]3)[CH:43]([C:44]1[CH:45]=[CH:46][C:47]([O:50][CH2:51][CH2:52][N:53]3[CH2:58][CH2:57][CH2:56][CH2:55][CH2:54]3)=[CH:48][CH:49]=1)[S:60]2. The yield is 0.880.